The task is: Predict the reaction yield, written as a fraction of the theoretical maximum amount of product (1.0 means a 100% yield; for example, 0.34 means a 34% yield).. This data is from Reaction yield outcomes from USPTO patents with 853,638 reactions. (1) The reactants are [N:1]1([C:5]([C:7]2[CH:37]=[CH:36][C:10]([O:11][C:12]3[CH:13]=[C:14]([C:24]4[NH:28][C:27]([C:29]([NH:31][CH2:32][C@H:33](O)[CH3:34])=[O:30])=[CH:26][CH:25]=4)[CH:15]=[C:16]([O:18][C@@H:19]([CH3:23])[CH2:20][O:21][CH3:22])[CH:17]=3)=[C:9]([F:38])[CH:8]=2)=[O:6])[CH2:4][CH2:3][CH2:2]1.CS(O)(=O)=O.C(N(CC)CC)C.C(=O)([O-])O.[Na+]. The yield is 0.510. The catalyst is O1CCCC1. The product is [N:1]1([C:5]([C:7]2[CH:37]=[CH:36][C:10]([O:11][C:12]3[CH:13]=[C:14]([C:24]4[NH:28][C:27]([C:29]5[O:30][C@@H:33]([CH3:34])[CH2:32][N:31]=5)=[CH:26][CH:25]=4)[CH:15]=[C:16]([O:18][C@@H:19]([CH3:23])[CH2:20][O:21][CH3:22])[CH:17]=3)=[C:9]([F:38])[CH:8]=2)=[O:6])[CH2:4][CH2:3][CH2:2]1. (2) The yield is 0.511. The reactants are [Cl:1][C:2]1[CH:3]=[C:4]([NH:17][C:18]2[C:27]3[C:22](=[CH:23][C:24]([O:29][CH2:30][CH3:31])=[C:25]([NH2:28])[CH:26]=3)[N:21]=[CH:20][N:19]=2)[CH:5]=[CH:6][C:7]=1[O:8][CH2:9][C:10]1[CH:15]=[CH:14][CH:13]=[C:12]([F:16])[CH:11]=1.[Br:32][CH2:33]/[CH:34]=[CH:35]/[C:36](Cl)=[O:37]. The catalyst is C1COCC1. The product is [Br:32][CH2:33]/[CH:34]=[CH:35]/[C:36]([NH:28][C:25]1[CH:26]=[C:27]2[C:22](=[CH:23][C:24]=1[O:29][CH2:30][CH3:31])[N:21]=[CH:20][N:19]=[C:18]2[NH:17][C:4]1[CH:5]=[CH:6][C:7]([O:8][CH2:9][C:10]2[CH:15]=[CH:14][CH:13]=[C:12]([F:16])[CH:11]=2)=[C:2]([Cl:1])[CH:3]=1)=[O:37].